Binary Classification. Given a miRNA mature sequence and a target amino acid sequence, predict their likelihood of interaction. From a dataset of Experimentally validated miRNA-target interactions with 360,000+ pairs, plus equal number of negative samples. (1) The miRNA is hsa-miR-4677-3p with sequence UCUGUGAGACCAAAGAACUACU. The protein sequence of the target gene is MAWPRFLQRGALLTSFSHHHLAVFLLTFFSYSLLHASRKTFSNVKVSISKQWTPNAFNTSLDLPAEIWSSNHLFPSTEEATLFLGTLDTVFLFSYAVGLFISGIIGDRLNLRWVLSFGMCSSAFVVFVFGTLTEWLHFYNKWFYCGLWIVNGLLQSTGWPCVVAVMGNWFGKAGRGVVFGLWSACASVGNILGAFLASSVLQYGYEYAFLVTASVQFAGGIIIFFGLLVSPEEIGLPSIGAEESSEEDSQRPLIDGAENEDDYEPNYSIQEDRAVVQVKAISFHQACCLPGVIPYSLAYA.... Result: 0 (no interaction). (2) The miRNA is hsa-miR-6836-5p with sequence CGCAGGGCCCUGGCGCAGGCAU. The protein sequence of the target gene is MDGAMGPRGLLLCMYLVSLLILQAMPALGSATGRSKSSEKRQAVDTAVDGVFIRSLKVNCKVTSRFAHYVVTSQVVNTANEAREVAFDLEIPKTAFISDFAVTADGNAFIGDIKDKVTAWKQYRKAAISGENAGLVRASGRTMEQFTIHLTVNPQSKVTFQLTYEEVLKRNHMQYEIVIKVKPKQLVHHFEIDVDIFEPQGISKLDAQASFLPKELAAQTIKKSFSGKKGHVLFRPTVSQQQSCPTCSTSLLNGHFKVTYDVSRDKICDLLVANNHFAHFFAPQNLTNMNKNVVFVIDIS.... Result: 0 (no interaction). (3) The miRNA is cel-miR-248 with sequence AUACACGUGCACGGAUAACGCUCA. The protein sequence of the target gene is MSSCSRVALVTGANRGIGLAIARELCRQFSGDVVLTARDVARGQAAVQQLQAEGLSPRFHQLDIDDLQSIRALRDFLRKEYGGLNVLVNNAAVAFKSDDPMPFDIKAEMTLKTNFFATRNMCNELLPIMKPHGRVVNISSLQCLRAFENCSEDLQERFHSETLTEGDLVDLMKKFVEDTKNEVHEREGWPNSPYGVSKLGVTVLSRILARRLDEKRKADRILVNACCPGPVKTDMDGKDSIRTVEEGAETPVYLALLPPDATEPQGQLVHDKVVQNW. Result: 0 (no interaction). (4) The miRNA is hsa-miR-487a-3p with sequence AAUCAUACAGGGACAUCCAGUU. The protein sequence of the target gene is MEVLQCDGCDFRAPSYEDLKAHIQDVHTAFLQPTDVAEDNDDEPLSGSMNASNQTEVEFSSIKDEFVIAEDLPGQSATALGSGGYYGHSPGYYGQHITPNPKPTNKFFQCKFCVRYFRSKNLLIEHTRKVHGAQAEESPTGPPVPGSLNYNIMMHEGFGKVFSCQFCTYKSPRRARIIKHQKMYHKNSLKESTAPPPAPAPLPDPLVPPVSLQDPCKELPAEVVERSILESMVKPLTKSRGNFCCEWCSYQTPRRERWCDHMMKKHRSMVKILSSIRQQEGPNVSEAQNDNEPSPTSNST.... Result: 0 (no interaction).